Dataset: Reaction yield outcomes from USPTO patents with 853,638 reactions. Task: Predict the reaction yield, written as a fraction of the theoretical maximum amount of product (1.0 means a 100% yield; for example, 0.34 means a 34% yield). (1) The reactants are [CH2:1]([N:4]1[CH2:11][CH:10]2[C:6]([C:12]3[CH:17]=[CH:16][CH:15]=[C:14]([Br:18])[CH:13]=3)([NH:7][O:8][CH2:9]2)[CH2:5]1)[CH:2]=[CH2:3].C(OCC)(=O)C. The catalyst is C(O)(=O)C.[Zn]. The product is [CH2:1]([N:4]1[CH2:5][C:6]([NH2:7])([C:12]2[CH:17]=[CH:16][CH:15]=[C:14]([Br:18])[CH:13]=2)[CH:10]([CH2:9][OH:8])[CH2:11]1)[CH:2]=[CH2:3]. The yield is 0.970. (2) The reactants are [Br:1][C:2]1[CH:3]=[C:4]2[C:11]3([C:15](=O)[NH:14][C:13](=[S:17])[NH:12]3)[CH2:10][CH:9]([C:18]3[CH:23]=[CH:22][C:21]([Cl:24])=[CH:20][CH:19]=3)[O:8][C:5]2=[CH:6][CH:7]=1.[C:25]([O-:28])([O-])=O.[K+].[K+].[CH3:31]I. The catalyst is CC#N. The product is [Br:1][C:2]1[CH:3]=[C:4]2[C:11]3([C:25](=[O:28])[N:14]([CH3:15])[C:13]([S:17][CH3:31])=[N:12]3)[CH2:10][CH:9]([C:18]3[CH:19]=[CH:20][C:21]([Cl:24])=[CH:22][CH:23]=3)[O:8][C:5]2=[CH:6][CH:7]=1. The yield is 0.370. (3) The reactants are [CH2:1]([CH:3]([C:6]1[C:11]2[N:12]([CH2:16][CH2:17][CH2:18][C:19]([O:21][CH2:22][CH3:23])=[O:20])[C:13](=O)[NH:14][C:10]=2[CH:9]=[CH:8][CH:7]=1)[CH2:4][CH3:5])[CH3:2].P(Cl)(Cl)([Cl:26])=O.C(=O)([O-])O.[Na+]. No catalyst specified. The product is [Cl:26][C:13]1[N:12]([CH2:16][CH2:17][CH2:18][C:19]([O:21][CH2:22][CH3:23])=[O:20])[C:11]2[C:6]([CH:3]([CH2:4][CH3:5])[CH2:1][CH3:2])=[CH:7][CH:8]=[CH:9][C:10]=2[N:14]=1. The yield is 0.460. (4) The reactants are [CH2:1]([C:3]1[CH:8]=[CH:7][CH:6]=[CH:5][C:4]=1[N:9]1[CH2:14][CH2:13][NH:12][CH2:11][CH2:10]1)[CH3:2].[CH:15]1[C:24]2[C:19](=[CH:20][CH:21]=[CH:22][CH:23]=2)[CH:18]=[CH:17][C:16]=1[S:25](Cl)(=[O:27])=[O:26].C(N(C(C)C)CC)(C)C. The catalyst is ClCCl. The product is [CH2:1]([C:3]1[CH:8]=[CH:7][CH:6]=[CH:5][C:4]=1[N:9]1[CH2:10][CH2:11][N:12]([S:25]([C:16]2[CH:17]=[CH:18][C:19]3[C:24](=[CH:23][CH:22]=[CH:21][CH:20]=3)[CH:15]=2)(=[O:27])=[O:26])[CH2:13][CH2:14]1)[CH3:2]. The yield is 0.990. (5) The reactants are [F:1][C:2]1[CH:17]=[CH:16][CH:15]=[C:14]([C:18]([F:21])([F:20])[F:19])[C:3]=1[CH2:4][N:5]1[C:10]([CH3:11])=[CH:9][C:8](=[O:12])[NH:7][C:6]1=[O:13].[I:22]Cl. The catalyst is CO. The product is [F:1][C:2]1[CH:17]=[CH:16][CH:15]=[C:14]([C:18]([F:21])([F:19])[F:20])[C:3]=1[CH2:4][N:5]1[C:10]([CH3:11])=[C:9]([I:22])[C:8](=[O:12])[NH:7][C:6]1=[O:13]. The yield is 0.900. (6) The reactants are [ClH:1].Cl.Cl.[CH3:4][N:5]1[CH2:10][CH2:9][CH:8]([N:11]([C:13]2[CH:18]=[CH:17][CH:16]=[C:15]([NH2:19])[CH:14]=2)[CH3:12])[CH2:7][CH2:6]1.[F:20][C:21]1[CH:29]=[C:28]([F:30])[CH:27]=[C:26]([F:31])[C:22]=1[C:23]([Cl:25])=[O:24]. The catalyst is CO. The product is [ClH:25].[ClH:1].[F:20][C:21]1[CH:29]=[C:28]([F:30])[CH:27]=[C:26]([F:31])[C:22]=1[C:23]([NH:19][C:15]1[CH:16]=[CH:17][CH:18]=[C:13]([N:11]([CH3:12])[CH:8]2[CH2:7][CH2:6][N:5]([CH3:4])[CH2:10][CH2:9]2)[CH:14]=1)=[O:24]. The yield is 0.620.